This data is from Catalyst prediction with 721,799 reactions and 888 catalyst types from USPTO. The task is: Predict which catalyst facilitates the given reaction. (1) Reactant: Cl.Cl.[CH3:3][C:4]1[N:9]=[CH:8][N:7]=[C:6]([C:10]2[CH:11]=[C:12]3[C:16](=[CH:17][CH:18]=2)[C@H:15]([N:19]2[CH2:22][C:21]4([CH2:27][CH2:26][NH:25][CH2:24][CH2:23]4)[CH2:20]2)[CH2:14][CH2:13]3)[CH:5]=1.C(N(CC)CC)C.Cl.[CH3:36][C:37]1[S:41][C:40]2=[N:42][C:43]([CH2:45][C:46](O)=[O:47])=[CH:44][N:39]2[CH:38]=1.CN(C(ON1N=NC2C=CC=CC1=2)=[N+](C)C)C.F[P-](F)(F)(F)(F)F. Product: [CH3:36][C:37]1[S:41][C:40]2=[N:42][C:43]([CH2:45][C:46]([N:25]3[CH2:26][CH2:27][C:21]4([CH2:22][N:19]([C@H:15]5[C:16]6[C:12](=[CH:11][C:10]([C:6]7[CH:5]=[C:4]([CH3:3])[N:9]=[CH:8][N:7]=7)=[CH:18][CH:17]=6)[CH2:13][CH2:14]5)[CH2:20]4)[CH2:23][CH2:24]3)=[O:47])=[CH:44][N:39]2[CH:38]=1. The catalyst class is: 139. (2) Reactant: [CH3:1][C:2]([O:5][C:6]([N:8]1[CH2:11][CH2:10][C@H:9]1[C:12]([NH:14][C@@H:15]([CH2:21][CH:22]([CH3:24])[CH3:23])/[CH:16]=[CH:17]/[C:18]([OH:20])=O)=[O:13])=[O:7])([CH3:4])[CH3:3].CN(C(ON1N=NC2C=CC=NC1=2)=[N+](C)C)C.F[P-](F)(F)(F)(F)F.CCN(C(C)C)C(C)C.[CH3:58][NH:59][C:60]1[S:61][C:62]([C:65]([F:68])([F:67])[F:66])=[N:63][N:64]=1. Product: [CH3:23][CH:22]([CH3:24])[CH2:21][C@H:15]([NH:14][C:12]([C@@H:9]1[CH2:10][CH2:11][N:8]1[C:6]([O:5][C:2]([CH3:1])([CH3:3])[CH3:4])=[O:7])=[O:13])/[CH:16]=[CH:17]/[C:18]([N:59]([CH3:58])[C:60]1[S:61][C:62]([C:65]([F:68])([F:67])[F:66])=[N:63][N:64]=1)=[O:20]. The catalyst class is: 59. (3) Reactant: Cl.[CH2:2]([O:4][C:5]([CH:7]1[C:12](=[O:13])[CH2:11][CH2:10][N:9]([CH2:14][C:15]2[CH:20]=[CH:19][CH:18]=[CH:17][CH:16]=2)[CH2:8]1)=[O:6])[CH3:3].C1COCC1.N(C1C=CC=CC=1)([S:27]([C:30]([F:33])([F:32])[F:31])(=[O:29])=[O:28])[S:27]([C:30]([F:33])([F:32])[F:31])(=[O:29])=[O:28]. Product: [CH2:2]([O:4][C:5]([C:7]1[CH2:8][N:9]([CH2:14][C:15]2[CH:16]=[CH:17][CH:18]=[CH:19][CH:20]=2)[CH2:10][CH2:11][C:12]=1[O:13][S:27]([C:30]([F:33])([F:32])[F:31])(=[O:29])=[O:28])=[O:6])[CH3:3]. The catalyst class is: 2. (4) Reactant: [Br:1][C:2]1[CH:3]=[CH:4][C:5](F)=[C:6]([C:8](=[O:13])[C:9]([F:12])([F:11])[F:10])[CH:7]=1.C([O-])([O-])=O.[K+].[K+].[CH3:21][C:22]1[CH:26]=[CH:25][NH:24][N:23]=1.O. Product: [Br:1][C:2]1[CH:3]=[CH:4][C:5]([N:24]2[CH:25]=[CH:26][C:22]([CH3:21])=[N:23]2)=[C:6]([C:8](=[O:13])[C:9]([F:12])([F:11])[F:10])[CH:7]=1. The catalyst class is: 260.